From a dataset of NCI-60 drug combinations with 297,098 pairs across 59 cell lines. Regression. Given two drug SMILES strings and cell line genomic features, predict the synergy score measuring deviation from expected non-interaction effect. (1) Drug 1: C1CN(P(=O)(OC1)NCCCl)CCCl. Drug 2: C(CCl)NC(=O)N(CCCl)N=O. Cell line: MCF7. Synergy scores: CSS=-1.70, Synergy_ZIP=-0.443, Synergy_Bliss=-1.04, Synergy_Loewe=-4.72, Synergy_HSA=-4.79. (2) Drug 1: CC1=C(C=C(C=C1)C(=O)NC2=CC(=CC(=C2)C(F)(F)F)N3C=C(N=C3)C)NC4=NC=CC(=N4)C5=CN=CC=C5. Drug 2: C1=NNC2=C1C(=O)NC=N2. Cell line: K-562. Synergy scores: CSS=37.3, Synergy_ZIP=-9.06, Synergy_Bliss=-15.4, Synergy_Loewe=-23.9, Synergy_HSA=-23.7.